Task: Predict the reaction yield, written as a fraction of the theoretical maximum amount of product (1.0 means a 100% yield; for example, 0.34 means a 34% yield).. Dataset: Reaction yield outcomes from USPTO patents with 853,638 reactions The reactants are [N+:1]([C:4]1[CH:11]=[C:10]([CH:12]=[CH:13][CH3:14])[CH:9]=[CH:8][C:5]=1[CH:6]=O)([O-:3])=[O:2].[NH2:15][CH:16]1[CH2:24][C:23]2[C:18](=[CH:19][CH:20]=[CH:21][CH:22]=2)[CH2:17]1.C(O[BH-](OC(=O)C)OC(=O)C)(=O)C.[Na+].C([O-])(O)=O.[Na+]. The catalyst is ClCCCl.C(Cl)Cl.C(O)(=O)C. The product is [CH2:17]1[C:18]2[C:23](=[CH:22][CH:21]=[CH:20][CH:19]=2)[CH2:24][CH:16]1[NH:15][CH2:6][C:5]1[CH:8]=[CH:9][C:10](/[CH:12]=[CH:13]/[CH3:14])=[CH:11][C:4]=1[N+:1]([O-:3])=[O:2]. The yield is 0.868.